This data is from Reaction yield outcomes from USPTO patents with 853,638 reactions. The task is: Predict the reaction yield, written as a fraction of the theoretical maximum amount of product (1.0 means a 100% yield; for example, 0.34 means a 34% yield). (1) The reactants are C(OC([N:8]1[CH2:30][CH2:29][N:11]2[C:12](=[O:28])[C:13]3[C:18]([C@@H:10]2[CH2:9]1)=[CH:17][C:16]([C:19]1[O:20][CH:21]=[CH:22][CH:23]=1)=[CH:15][C:14]=3[C:24]([F:27])([F:26])[F:25])=O)(C)(C)C.[ClH:31]. The catalyst is C(OCC)C. The product is [ClH:31].[O:20]1[CH:21]=[CH:22][CH:23]=[C:19]1[C:16]1[CH:17]=[C:18]2[C:13]([C:12](=[O:28])[N:11]3[CH2:29][CH2:30][NH:8][CH2:9][C@H:10]32)=[C:14]([C:24]([F:26])([F:27])[F:25])[CH:15]=1. The yield is 0.680. (2) The reactants are [I-].[CH3:2][S+](C)(C)=O.[H-].[Na+].[Br:9][C:10]1[N:15]=[CH:14][C:13](/[CH:16]=[CH:17]/[C:18]([O:20][CH2:21][CH3:22])=[O:19])=[CH:12][CH:11]=1. The catalyst is CS(C)=O. The product is [CH2:21]([O:20][C:18]([C@@H:17]1[CH2:2][C@H:16]1[C:13]1[CH:14]=[N:15][C:10]([Br:9])=[CH:11][CH:12]=1)=[O:19])[CH3:22]. The yield is 0.470. (3) The reactants are [N:1]1[C:10]2[C:5](=[CH:6][CH:7]=[CH:8][CH:9]=2)[CH:4]=[CH:3][C:2]=1[NH:11][C:12](=[O:20])OC1C=CC=CC=1.[CH:21]1([S:27][C:28]2[C:33]([CH2:34][NH2:35])=[CH:32][CH:31]=[C:30]([C:36]([F:39])([F:38])[F:37])[N:29]=2)[CH2:26][CH2:25][CH2:24][CH2:23][CH2:22]1.C(N(CC)CC)C. The catalyst is CS(C)=O.O. The product is [CH:21]1([S:27][C:28]2[C:33]([CH2:34][NH:35][C:12]([NH:11][C:2]3[CH:3]=[CH:4][C:5]4[C:10](=[CH:9][CH:8]=[CH:7][CH:6]=4)[N:1]=3)=[O:20])=[CH:32][CH:31]=[C:30]([C:36]([F:38])([F:39])[F:37])[N:29]=2)[CH2:22][CH2:23][CH2:24][CH2:25][CH2:26]1. The yield is 0.530. (4) The reactants are [C:1]([C:3]1[CH:8]=[CH:7][CH:6]=[CH:5][C:4]=1[C:9]1[CH:14]=[CH:13][C:12]([C:15](OC)=O)=[C:11]([O:19][CH3:20])[CH:10]=1)#[N:2].[BH4-].[Li+].[C:23]([O:26][CH2:27][CH3:28])(=[O:25])[CH3:24].[Cl-].[NH4+]. The catalyst is O1CCCC1. The product is [C:1]([C:3]1[CH:8]=[CH:7][CH:6]=[CH:5][C:4]=1[C:9]1[CH:14]=[CH:13][C:12]([CH2:15][CH:24]([C:11](=[O:19])[CH2:10][CH2:9][CH3:4])[C:23]([O:26][CH2:27][CH3:28])=[O:25])=[C:11]([O:19][CH3:20])[CH:10]=1)#[N:2]. The yield is 0.890. (5) The reactants are Br.Br[CH2:3][C:4]1[N:5]=[C:6]2[C:11](=[N:12][CH:13]=1)[N:10]=[C:9]([NH2:14])[N:8]=[C:7]2[NH2:15].[NH2:16][CH2:17][C:18]1[C:27]2[C:22](=[CH:23][CH:24]=[CH:25][CH:26]=2)[CH:21]=[CH:20][CH:19]=1.C(=O)(O)[O-]. The catalyst is CN(C)C(=O)C. The product is [C:18]1([CH2:17][NH:16][CH2:3][C:4]2[N:5]=[C:6]3[C:11](=[N:12][CH:13]=2)[N:10]=[C:9]([NH2:14])[N:8]=[C:7]3[NH2:15])[C:27]2[C:22](=[CH:23][CH:24]=[CH:25][CH:26]=2)[CH:21]=[CH:20][CH:19]=1. The yield is 0.150. (6) The reactants are Cl.C(N=C=NCCCN(C)C)C.[CH3:13][N:14]1[C:19](=[O:20])[CH:18]=[CH:17][C:16]([N:21]2[CH2:26][CH2:25][CH:24]([C:27]([OH:29])=O)[CH2:23][CH2:22]2)=[N:15]1.[C:30]([O:34][C:35](=[O:43])[NH:36][CH2:37][CH2:38][NH:39][CH2:40][CH:41]=[CH2:42])([CH3:33])([CH3:32])[CH3:31].S([O-])(O)(=O)=O.[K+]. The catalyst is CN(C)C1C=CN=CC=1.CN(C)C=O.O. The product is [C:30]([O:34][C:35](=[O:43])[NH:36][CH2:37][CH2:38][N:39]([CH2:40][CH:41]=[CH2:42])[C:27]([CH:24]1[CH2:23][CH2:22][N:21]([C:16]2[CH:17]=[CH:18][C:19](=[O:20])[N:14]([CH3:13])[N:15]=2)[CH2:26][CH2:25]1)=[O:29])([CH3:33])([CH3:32])[CH3:31]. The yield is 0.950. (7) The reactants are C([N:8]1[CH2:12][C@H:11]([C:13]2[CH:18]=[CH:17][C:16](Cl)=[C:15]([F:20])[CH:14]=2)[C@@H:10]([NH:21][C:22](=[O:28])[O:23][C:24]([CH3:27])([CH3:26])[CH3:25])[CH2:9]1)C1C=CC=CC=1. The catalyst is CO.[Pd]. The product is [F:20][C:15]1[CH:14]=[C:13]([C@H:11]2[CH2:12][NH:8][CH2:9][C@@H:10]2[NH:21][C:22](=[O:28])[O:23][C:24]([CH3:26])([CH3:25])[CH3:27])[CH:18]=[CH:17][CH:16]=1. The yield is 0.870. (8) The reactants are [CH3:1][N:2]1[C:10]2[C:5](=[CH:6][CH:7]=[C:8]([NH2:11])[CH:9]=2)[CH:4]=[CH:3]1.[C:12](Cl)(=[O:16])[CH:13]([CH3:15])[CH3:14].C(OCC)(=O)C. The catalyst is N1C=CC=CC=1. The product is [CH3:1][N:2]1[C:10]2[C:5](=[CH:6][CH:7]=[C:8]([NH:11][C:12](=[O:16])[CH:13]([CH3:15])[CH3:14])[CH:9]=2)[CH:4]=[CH:3]1. The yield is 0.360.